Dataset: Reaction yield outcomes from USPTO patents with 853,638 reactions. Task: Predict the reaction yield, written as a fraction of the theoretical maximum amount of product (1.0 means a 100% yield; for example, 0.34 means a 34% yield). (1) The reactants are Cl[C:2]1[N:3]=[C:4]([O:25][CH:26]2[CH2:31][CH2:30][O:29][CH2:28][CH2:27]2)[C:5]2[C:10]([C:11]3[CH:16]=[CH:15][N:14]=[CH:13][CH:12]=3)=[CH:9][N:8]([CH2:17][O:18][CH2:19][CH2:20][Si:21]([CH3:24])([CH3:23])[CH3:22])[C:6]=2[N:7]=1.CC1(C)C2C=CC=C(P(C3C=CC=CC=3)C3C=CC=CC=3)C=2OC2C1=CC=CC=2P(C1C=CC=CC=1)C1C=CC=CC=1.[NH2:74][C:75]1[CH:84]=[CH:83][C:78]([C:79]([NH:81][CH3:82])=[O:80])=[CH:77][C:76]=1[O:85][CH3:86].C(=O)([O-])[O-].[Cs+].[Cs+]. The catalyst is O1CCOCC1.C1C=CC(/C=C/C(/C=C/C2C=CC=CC=2)=O)=CC=1.C1C=CC(/C=C/C(/C=C/C2C=CC=CC=2)=O)=CC=1.C1C=CC(/C=C/C(/C=C/C2C=CC=CC=2)=O)=CC=1.[Pd].[Pd]. The product is [CH3:86][O:85][C:76]1[CH:77]=[C:78]([CH:83]=[CH:84][C:75]=1[NH:74][C:2]1[N:3]=[C:4]([O:25][CH:26]2[CH2:27][CH2:28][O:29][CH2:30][CH2:31]2)[C:5]2[C:10]([C:11]3[CH:12]=[CH:13][N:14]=[CH:15][CH:16]=3)=[CH:9][N:8]([CH2:17][O:18][CH2:19][CH2:20][Si:21]([CH3:23])([CH3:22])[CH3:24])[C:6]=2[N:7]=1)[C:79]([NH:81][CH3:82])=[O:80]. The yield is 0.491. (2) The reactants are Cl[C:2]1[CH:7]=[C:6]([N:8]2[CH:12]=[CH:11][CH:10]=[N:9]2)[N:5]=[CH:4][N:3]=1.[NH3:13]. The catalyst is C(O)(C)C. The product is [N:8]1([C:6]2[N:5]=[CH:4][N:3]=[C:2]([NH2:13])[CH:7]=2)[CH:12]=[CH:11][CH:10]=[N:9]1. The yield is 0.980. (3) The reactants are [C:1]([C@H:6]([C@@H:8]([C:10]([O:12][CH2:13][CH3:14])=[O:11])[OH:9])[OH:7])([O:3][CH2:4][CH3:5])=[O:2].[C:15]1(=O)[CH2:19][CH2:18][CH2:17][CH2:16]1.C1(C)C=CC(S(O)(=O)=O)=CC=1.C([O-])(O)=O.[Na+]. The catalyst is C1(C)C=CC=CC=1.O. The product is [CH2:13]([O:12][C:10]([C@H:8]1[C@H:6]([C:1]([O:3][CH2:4][CH3:5])=[O:2])[O:7][C:15]2([CH2:19][CH2:18][CH2:17][CH2:16]2)[O:9]1)=[O:11])[CH3:14]. The yield is 0.880. (4) The reactants are [CH3:1][O:2][C:3]1[CH:10]=[CH:9][C:6]([CH:7]=[O:8])=[CH:5][CH:4]=1.C[Si](C)(C)O[SiH](C)C.[F-].C([N+](CCCC)(CCCC)CCCC)CCC. The catalyst is C1COCC1. The product is [CH3:1][O:2][C:3]1[CH:10]=[CH:9][C:6]([CH2:7][OH:8])=[CH:5][CH:4]=1. The yield is 0.950. (5) The reactants are Br[C:2]1[CH:3]=[C:4]([N:8]2[C:16](=[O:17])[C:15]3[C@@H:14]4[C:18]([CH3:20])([CH3:19])[C@@:11]([CH3:21])([CH2:12][CH2:13]4)[C:10]=3[N:9]2[CH3:22])[CH:5]=[CH:6][CH:7]=1.[C:23]1(B(O)O)[CH:28]=[CH:27][CH:26]=[CH:25][CH:24]=1.P([O-])([O-])([O-])=O.[K+].[K+].[K+]. The catalyst is C(COC)OC.C1C=CC(P(C2C=CC=CC=2)[C-]2C=CC=C2)=CC=1.C1C=CC(P(C2C=CC=CC=2)[C-]2C=CC=C2)=CC=1.Cl[Pd]Cl.[Fe+2]. The product is [C:2]1([C:23]2[CH:28]=[CH:27][CH:26]=[CH:25][CH:24]=2)[CH:7]=[CH:6][CH:5]=[C:4]([N:8]2[C:16](=[O:17])[C:15]3[C@@H:14]4[C:18]([CH3:20])([CH3:19])[C@@:11]([CH3:21])([CH2:12][CH2:13]4)[C:10]=3[N:9]2[CH3:22])[CH:3]=1. The yield is 0.170. (6) The reactants are [CH3:1][S:2]([O:5][C:6]1[C:14]([O:15][CH3:16])=[CH:13][C:12]([C:17]2[N:18]([C:28]([O:30][C:31]([CH3:34])([CH3:33])[CH3:32])=[O:29])[C:19]3[C:24]([CH:25]=2)=[C:23]([CH:26]=O)[CH:22]=[CH:21][CH:20]=3)=[C:11]2C=1CN[C:10]2=[O:35])(=[O:4])=[O:3].[CH2:36]([NH:38][CH2:39][CH3:40])[CH3:37].C(O)(=O)C.C(O[BH-](OC(=O)C)OC(=O)C)(=O)C.[Na+].[C:59](#[N:61])[CH3:60]. No catalyst specified. The product is [CH3:1][S:2]([O:5][C:6]1[C:14]([O:15][CH3:16])=[CH:13][C:12]([C:17]2[N:18]([C:28]([O:30][C:31]([CH3:32])([CH3:34])[CH3:33])=[O:29])[C:19]3[C:24]([CH:25]=2)=[C:23]([CH2:26][N:38]([CH2:39][CH3:40])[CH2:36][CH3:37])[CH:22]=[CH:21][CH:20]=3)=[C:11]2[C:60]=1[CH2:59][NH:61][C:10]2=[O:35])(=[O:4])=[O:3]. The yield is 0.570. (7) The reactants are [CH3:1][O:2][C:3]1[CH:8]=[CH:7][CH:6]=[CH:5][N:4]=1.C([O-])(=O)C.[Na+].[Br:14]Br.[OH-].[Na+]. The catalyst is C(O)(=O)C.O. The product is [Br:14][C:6]1[CH:7]=[CH:8][C:3]([O:2][CH3:1])=[N:4][CH:5]=1. The yield is 0.513. (8) The product is [O:11]1[CH2:10][C@H:9]1[CH2:7][O:20][C:17]1[CH:18]=[CH:19][C:14]([C:12]#[N:13])=[CH:15][CH:16]=1. The catalyst is CC#N. The yield is 0.900. The reactants are C(=O)([O-])[O-].[K+].[K+].[CH2:7]([C@@H:9]1[O:11][CH2:10]1)Cl.[C:12]([C:14]1[CH:19]=[CH:18][C:17]([OH:20])=[CH:16][CH:15]=1)#[N:13].